Dataset: Reaction yield outcomes from USPTO patents with 853,638 reactions. Task: Predict the reaction yield, written as a fraction of the theoretical maximum amount of product (1.0 means a 100% yield; for example, 0.34 means a 34% yield). (1) The reactants are [Cl:1][C:2]1[C:3]([CH3:24])=[C:4]([C:21](=[O:23])[CH3:22])[C:5]([OH:20])=[C:6]([CH2:10][CH2:11][CH2:12][CH2:13][C:14]2[CH:19]=[CH:18][CH:17]=[CH:16][CH:15]=2)[C:7]=1[O:8][CH3:9].[N:25]1[CH:30]=[CH:29][CH:28]=[CH:27][C:26]=1[CH2:31][CH2:32]OS(C(F)(F)F)(=O)=O. No catalyst specified. The product is [Cl:1][C:2]1[C:3]([CH3:24])=[C:4]([C:21](=[O:23])[CH3:22])[C:5]([O:20][CH2:32][CH2:31][C:26]2[CH:27]=[CH:28][CH:29]=[CH:30][N:25]=2)=[C:6]([CH2:10][CH2:11][CH2:12][CH2:13][C:14]2[CH:15]=[CH:16][CH:17]=[CH:18][CH:19]=2)[C:7]=1[O:8][CH3:9]. The yield is 0.600. (2) The reactants are [F:1][C:2]1[CH:16]=[CH:15][C:5]([CH2:6][N:7]2[CH2:12][CH:11]3[CH2:13][CH2:14][CH:8]2[CH2:9][NH:10]3)=[CH:4][CH:3]=1.[Cl:17][C:18]1[CH:28]=[CH:27][C:21]([O:22][CH2:23][C:24](Cl)=[O:25])=[CH:20][CH:19]=1. The catalyst is ClC(Cl)C. The product is [Cl:17][C:18]1[CH:28]=[CH:27][C:21]([O:22][CH2:23][C:24]([N:10]2[CH2:9][CH:8]3[CH2:14][CH2:13][CH:11]2[CH2:12][N:7]3[CH2:6][C:5]2[CH:15]=[CH:16][C:2]([F:1])=[CH:3][CH:4]=2)=[O:25])=[CH:20][CH:19]=1. The yield is 0.760.